Predict the product of the given reaction. From a dataset of Forward reaction prediction with 1.9M reactions from USPTO patents (1976-2016). (1) Given the reactants [CH2:1]([O:3][C:4](=[O:28])[CH2:5][C:6]1[CH:11]=[C:10](OS(C(F)(F)F)(=O)=O)[CH:9]=[C:8]([O:20][CH2:21][C:22]2[CH:27]=[CH:26][CH:25]=[CH:24][CH:23]=2)[CH:7]=1)[CH3:2].[F:29][C:30]([F:41])([F:40])[C:31]1[CH:36]=[CH:35][C:34](B(O)O)=[CH:33][CH:32]=1.COCCOC.C([O-])([O-])=O.[Na+].[Na+], predict the reaction product. The product is: [CH2:1]([O:3][C:4](=[O:28])[CH2:5][C:6]1[CH:11]=[C:10]([C:34]2[CH:35]=[CH:36][C:31]([C:30]([F:41])([F:40])[F:29])=[CH:32][CH:33]=2)[CH:9]=[C:8]([O:20][CH2:21][C:22]2[CH:23]=[CH:24][CH:25]=[CH:26][CH:27]=2)[CH:7]=1)[CH3:2]. (2) Given the reactants I[C:2]1[N:7]=[C:6]([CH3:8])[C:5]([O:9][CH2:10][O:11][CH3:12])=[CH:4][CH:3]=1.[CH3:13][O-:14].[Na+], predict the reaction product. The product is: [CH3:13][O:14][C:2]1[N:7]=[C:6]([CH3:8])[C:5]([O:9][CH2:10][O:11][CH3:12])=[CH:4][CH:3]=1. (3) Given the reactants [Br:1][C:2]1[CH:3]=[CH:4][C:5]([O:11][CH2:12][CH2:13]Br)=[C:6]([C:8](=[O:10])[CH3:9])[CH:7]=1.[H-].[Na+], predict the reaction product. The product is: [Br:1][C:2]1[CH:3]=[CH:4][C:5]2[O:11][CH2:12][CH2:13][CH2:9][C:8](=[O:10])[C:6]=2[CH:7]=1. (4) Given the reactants [CH2:1]([O:8][C:9]1[CH:14]=[C:13]([CH3:15])[N:12]=[C:11]([CH3:16])[C:10]=1[C:17](OCC)=[O:18])[C:2]1[CH:7]=[CH:6][CH:5]=[CH:4][CH:3]=1.[H-].C([Al+]CC(C)C)C(C)C.Cl.[OH-].[Na+], predict the reaction product. The product is: [CH2:1]([O:8][C:9]1[CH:14]=[C:13]([CH3:15])[N:12]=[C:11]([CH3:16])[C:10]=1[CH2:17][OH:18])[C:2]1[CH:3]=[CH:4][CH:5]=[CH:6][CH:7]=1.